From a dataset of Full USPTO retrosynthesis dataset with 1.9M reactions from patents (1976-2016). Predict the reactants needed to synthesize the given product. (1) Given the product [N:25]1[CH:5]=[CH:4][C:3]([C:33]2[C:41]3[C:40](=[O:42])[N:39]([CH2:54][CH2:53][C:44]4[CH:45]=[CH:46][C:47]5[C:52](=[CH:51][CH:50]=[CH:49][CH:48]=5)[N:43]=4)[N:38]=[CH:37][C:36]=3[S:35][CH:34]=2)=[CH:2][CH:1]=1, predict the reactants needed to synthesize it. The reactants are: [CH:1]1C=[CH:5][C:4](P([C:3]2[CH:4]=[CH:5]C=[CH:1][CH:2]=2)[C:3]2[CH:4]=[CH:5]C=[CH:1][CH:2]=2)=[CH:3][CH:2]=1.CCOC(/[N:25]=N/C(OCC)=O)=O.Br[C:33]1[C:41]2[C:40](=[O:42])[NH:39][N:38]=[CH:37][C:36]=2[S:35][CH:34]=1.[N:43]1[C:52]2[C:47](=[CH:48][CH:49]=[CH:50][CH:51]=2)[CH:46]=[CH:45][C:44]=1[CH2:53][CH2:54]O. (2) Given the product [CH3:31][O:30][C:28]([C:27]1[CH:32]=[CH:33][C:24]([C:11]2[CH2:10][CH2:9][N:8]([C:1]([O:3][C:4]([CH3:5])([CH3:6])[CH3:7])=[O:2])[CH2:13][CH:12]=2)=[CH:25][CH:26]=1)=[O:29], predict the reactants needed to synthesize it. The reactants are: [C:1]([N:8]1[CH2:13][CH:12]=[C:11](B2OC(C)(C)C(C)(C)O2)[CH2:10][CH2:9]1)([O:3][C:4]([CH3:7])([CH3:6])[CH3:5])=[O:2].Br[C:24]1[CH:33]=[CH:32][C:27]([C:28]([O:30][CH3:31])=[O:29])=[CH:26][CH:25]=1.C1(P(C2CCCCC2)C2C=CC=CC=2C2C(OC)=CC=CC=2OC)CCCCC1.P([O-])([O-])([O-])=O.[K+].[K+].[K+].C(=O)(O)[O-].[Na+]. (3) Given the product [C:19]1([C:18]2[O:1][N:2]=[C:3]([N:5]3[CH2:6][CH2:7][N:8]([C:11]([O:13][C:14]([CH3:17])([CH3:16])[CH3:15])=[O:12])[CH2:9][CH2:10]3)[N:4]=2)[CH:24]=[CH:23][CH:22]=[CH:21][CH:20]=1, predict the reactants needed to synthesize it. The reactants are: [OH:1][NH:2][C:3]([N:5]1[CH2:10][CH2:9][N:8]([C:11]([O:13][C:14]([CH3:17])([CH3:16])[CH3:15])=[O:12])[CH2:7][CH2:6]1)=[NH:4].[C:18](O[C:18](=O)[C:19]1[CH:24]=[CH:23][CH:22]=[CH:21][CH:20]=1)(=O)[C:19]1[CH:24]=[CH:23][CH:22]=[CH:21][CH:20]=1. (4) Given the product [O:21]([C:2]1[N:7]=[N:6][C:5]([NH2:8])=[N:4][C:3]=1[C:9]1[CH:14]=[CH:13][CH:12]=[CH:11][CH:10]=1)[C:15]1[CH:20]=[CH:19][CH:18]=[CH:17][CH:16]=1, predict the reactants needed to synthesize it. The reactants are: Br[C:2]1[N:7]=[N:6][C:5]([NH2:8])=[N:4][C:3]=1[C:9]1[CH:14]=[CH:13][CH:12]=[CH:11][CH:10]=1.[C:15]1([OH:21])[CH:20]=[CH:19][CH:18]=[CH:17][CH:16]=1. (5) The reactants are: O[C:2]1([C:8]2([C:12]#[N:13])[CH2:11][CH2:10][CH2:9]2)[CH2:7][CH2:6][O:5][CH2:4][CH2:3]1.O=P(Cl)(Cl)Cl. Given the product [O:5]1[CH2:4][CH:3]=[C:2]([C:8]2([C:12]#[N:13])[CH2:11][CH2:10][CH2:9]2)[CH2:7][CH2:6]1, predict the reactants needed to synthesize it.